Task: Predict which catalyst facilitates the given reaction.. Dataset: Catalyst prediction with 721,799 reactions and 888 catalyst types from USPTO (1) Reactant: [ClH:1].[F:2][C:3]([F:15])([F:14])[C:4]1[CH:13]=[CH:12][C:7]([O:8][CH2:9][C:10]#[N:11])=[CH:6][CH:5]=1.[CH2:16]([OH:18])[CH3:17]. Product: [ClH:1].[CH2:16]([O:18][C:10](=[NH:11])[CH2:9][O:8][C:7]1[CH:12]=[CH:13][C:4]([C:3]([F:14])([F:15])[F:2])=[CH:5][CH:6]=1)[CH3:17]. The catalyst class is: 27. (2) Product: [CH2:1]([N:8]1[CH2:12][C@@H:11]2[C:14]3[CH:15]=[CH:16][C:17]([Br:23])=[C:18]([Cl:22])[C:19]=3[CH2:20][O:21][C@@:10]2([CH3:24])[CH2:9]1)[C:2]1[CH:3]=[CH:4][CH:5]=[CH:6][CH:7]=1. The catalyst class is: 7. Reactant: [CH2:1]([N:8]1[C:12](=O)[C@@H:11]2[C:14]3[CH:15]=[CH:16][C:17]([Br:23])=[C:18]([Cl:22])[C:19]=3[CH2:20][O:21][C@@:10]2([CH3:24])[CH2:9]1)[C:2]1[CH:7]=[CH:6][CH:5]=[CH:4][CH:3]=1.B.CSC.Cl. (3) Reactant: [Br:1][C:2]1[C:3](F)=[C:4]2[C:10]([NH:11][C:12](=[O:15])[CH2:13][OH:14])=[CH:9][NH:8][C:5]2=[N:6][CH:7]=1.[NH:17]1[CH2:21][CH2:20][C@@H:19]([NH:22][C:23](=[O:29])[O:24][C:25]([CH3:28])([CH3:27])[CH3:26])[CH2:18]1.CCN(C(C)C)C(C)C.CC#N.O. Product: [Br:1][C:2]1[C:3]([N:17]2[CH2:21][CH2:20][C@@H:19]([NH:22][C:23](=[O:29])[O:24][C:25]([CH3:27])([CH3:26])[CH3:28])[CH2:18]2)=[C:4]2[C:10]([NH:11][C:12](=[O:15])[CH2:13][OH:14])=[CH:9][NH:8][C:5]2=[N:6][CH:7]=1. The catalyst class is: 114. (4) Reactant: Br[CH2:2][CH2:3][C:4]1[C:12]2[C:7](=[CH:8][CH:9]=[CH:10][CH:11]=2)[NH:6][CH:5]=1.[N:13]1[C:17]2[CH:18]=[CH:19][CH:20]=[CH:21][C:16]=2[NH:15][CH:14]=1. Product: [NH:6]1[C:7]2[C:12](=[CH:11][CH:10]=[CH:9][CH:8]=2)[C:4]([CH2:3][CH2:2][N:13]2[C:17]3[CH:18]=[CH:19][CH:20]=[CH:21][C:16]=3[N:15]=[CH:14]2)=[CH:5]1. The catalyst class is: 12. (5) Reactant: Br[C:2]1[S:3][C:4]([C:7]2[CH:12]=[CH:11][C:10]([O:13][CH:14]([CH3:16])[CH3:15])=[C:9]([Cl:17])[CH:8]=2)=[N:5][N:6]=1.O.[NH2:19][NH2:20].O. Product: [Cl:17][C:9]1[CH:8]=[C:7]([C:4]2[S:3][C:2](=[N:19][NH2:20])[NH:6][N:5]=2)[CH:12]=[CH:11][C:10]=1[O:13][CH:14]([CH3:16])[CH3:15]. The catalyst class is: 32. (6) Reactant: [C:1]([C:3]1[CH:8]=[N:7][CH:6]=[C:5]([N:9]([CH3:11])[CH3:10])[N:4]=1)#[N:2].[C:12](OC)(=[O:20])[C:13]1[C:14](=[CH:16][CH:17]=[CH:18][CH:19]=1)[SH:15].C(N(CC)CC)C. Product: [CH3:10][N:9]([CH3:11])[C:5]1[N:4]=[C:3]([C:1]2[S:15][C:14]3[CH:16]=[CH:17][CH:18]=[CH:19][C:13]=3[C:12](=[O:20])[N:2]=2)[CH:8]=[N:7][CH:6]=1. The catalyst class is: 11. (7) Reactant: [NH2:1][C:2]1[N:7]=[C:6]([N:8]([CH3:15])[C:9]2[CH:14]=[CH:13][CH:12]=[CH:11][CH:10]=2)[N:5]=[C:4]([C:16]#[N:17])[N:3]=1.Cl.[NH2:19][OH:20].[C:21](=O)([O-])O.[Na+]. Product: [NH2:1][C:2]1[N:7]=[C:6]([N:8]([CH3:15])[C:9]2[CH:14]=[CH:13][CH:12]=[C:11]([CH3:21])[CH:10]=2)[N:5]=[C:4]([C:16]([NH:19][OH:20])=[NH:17])[N:3]=1. The catalyst class is: 88. (8) Reactant: [CH:1]1([C:4]2[N:8]([CH3:9])[C:7]3[CH:10]=[C:11]([N:14]4[CH:19]=[CH:18][C:17]([CH2:20][OH:21])=[CH:16][C:15]4=[O:22])[CH:12]=[CH:13][C:6]=3[N:5]=2)[CH2:3][CH2:2]1.[Cl:23][C:24]1[CH:29]=[CH:28][C:27](O)=[CH:26][CH:25]=1.C(P(CCCC)CCCC)CCC.N(C(N1CCCCC1)=O)=NC(N1CCCCC1)=O. Product: [Cl:23][C:24]1[CH:29]=[CH:28][C:27]([O:21][CH2:20][C:17]2[CH:18]=[CH:19][N:14]([C:11]3[CH:12]=[CH:13][C:6]4[N:5]=[C:4]([CH:1]5[CH2:2][CH2:3]5)[N:8]([CH3:9])[C:7]=4[CH:10]=3)[C:15](=[O:22])[CH:16]=2)=[CH:26][CH:25]=1. The catalyst class is: 1. (9) The catalyst class is: 44. Product: [F:37][C:2]1([F:1])[O:6][C:5]2[CH:7]=[CH:8][C:9]([C:11]3([C:14]([NH:16][C@H:17]4[C:26]5[C:21](=[CH:22][C:23]([CH3:27])=[CH:24][CH:25]=5)[O:20][C@@H:19]([C:28]5[CH:29]=[C:30]([CH:34]=[CH:35][CH:36]=5)[C:31]([NH:69][CH2:68][C@@H:66]5[CH2:65][O:64][C:63]([CH3:70])([CH3:62])[O:67]5)=[O:33])[CH2:18]4)=[O:15])[CH2:13][CH2:12]3)=[CH:10][C:4]=2[O:3]1. Reactant: [F:1][C:2]1([F:37])[O:6][C:5]2[CH:7]=[CH:8][C:9]([C:11]3([C:14]([NH:16][C@H:17]4[C:26]5[C:21](=[CH:22][C:23]([CH3:27])=[CH:24][CH:25]=5)[O:20][C@@H:19]([C:28]5[CH:29]=[C:30]([CH:34]=[CH:35][CH:36]=5)[C:31]([OH:33])=O)[CH2:18]4)=[O:15])[CH2:13][CH2:12]3)=[CH:10][C:4]=2[O:3]1.CN(C(ON1N=NC2C=CC=NC1=2)=[N+](C)C)C.F[P-](F)(F)(F)(F)F.[CH3:62][C:63]1([CH3:70])[O:67][C@H:66]([CH2:68][NH2:69])[CH2:65][O:64]1. (10) The catalyst class is: 167. Product: [Cl:21][C:22]1[C:27]([C:2]2[CH:7]=[CH:6][N:5]=[C:4]3[N:8]([Si:11]([CH:18]([CH3:20])[CH3:19])([CH:15]([CH3:17])[CH3:16])[CH:12]([CH3:13])[CH3:14])[CH:9]=[CH:10][C:3]=23)=[CH:26][CH:25]=[CH:24][N:23]=1. Reactant: Cl[C:2]1[CH:7]=[CH:6][N:5]=[C:4]2[N:8]([Si:11]([CH:18]([CH3:20])[CH3:19])([CH:15]([CH3:17])[CH3:16])[CH:12]([CH3:14])[CH3:13])[CH:9]=[CH:10][C:3]=12.[Cl:21][C:22]1[C:27](B(O)O)=[CH:26][CH:25]=[CH:24][N:23]=1.C1(P(C2CCCCC2)C2C=CC=CC=2C2C=CC=CC=2)CCCCC1.[O-]P([O-])([O-])=O.[K+].[K+].[K+].